From a dataset of Forward reaction prediction with 1.9M reactions from USPTO patents (1976-2016). Predict the product of the given reaction. (1) Given the reactants [F:1][C:2]1([F:56])[C:6]2[N:7]([CH2:14][C:15](N[C@H](C3C(C4C=CC=C5C=4N(C)N=C5NS(C)(=O)=O)=CC=C(C#CC(O)(C)C)N=3)CC3C=C(F)C=C(F)C=3)=[O:16])[N:8]=[C:9]([C:10](F)([F:12])[F:11])[C:5]=2[C@H:4]2[CH2:55][C@@H:3]12.[NH2:57][C@H:58]([C:68]1[C:73]([C:74]2[CH:75]=[CH:76][C:77]([Cl:89])=[C:78]3[C:82]=2[N:81]([CH3:83])[N:80]=[C:79]3[NH:84][C:85](=[O:88])[O:86][CH3:87])=[CH:72][CH:71]=[C:70]([C:90]#[C:91][C:92]([OH:95])([CH3:94])[CH3:93])[N:69]=1)[CH2:59][C:60]1[CH:65]=[C:64]([F:66])[CH:63]=[C:62]([F:67])[CH:61]=1.FC(F)C1C2[C@H]3C[C@H]3C(F)(F)C=2N(CC(O)=O)N=1, predict the reaction product. The product is: [Cl:89][C:77]1[CH:76]=[CH:75][C:74]([C:73]2[C:68]([C@@H:58]([NH:57][C:15](=[O:16])[CH2:14][N:7]3[C:6]4[C:2]([F:1])([F:56])[C@@H:3]5[CH2:55][C@@H:4]5[C:5]=4[C:9]([CH:10]([F:12])[F:11])=[N:8]3)[CH2:59][C:60]3[CH:61]=[C:62]([F:67])[CH:63]=[C:64]([F:66])[CH:65]=3)=[N:69][C:70]([C:90]#[C:91][C:92]([OH:95])([CH3:93])[CH3:94])=[CH:71][CH:72]=2)=[C:82]2[C:78]=1[C:79]([NH:84][C:85](=[O:88])[O:86][CH3:87])=[N:80][N:81]2[CH3:83]. (2) Given the reactants [F:1][C:2]1[CH:3]=[CH:4][C:5]([O:19][CH3:20])=[C:6]([C:8]([CH3:18])([CH3:17])[CH2:9][C:10]2([C:13]([F:16])([F:15])[F:14])[CH2:12][O:11]2)[CH:7]=1.[CH3:21][C:22]1[CH:23]=[C:24]([NH2:37])[C:25]2[CH:26]=[N:27][N:28]([C:31]3[CH:36]=[CH:35][CH:34]=[CH:33][CH:32]=3)[C:29]=2[CH:30]=1, predict the reaction product. The product is: [F:14][C:13]([F:16])([F:15])[C:10]([CH2:12][NH:37][C:24]1[CH:23]=[C:22]([CH3:21])[CH:30]=[C:29]2[C:25]=1[CH:26]=[N:27][N:28]2[C:31]1[CH:32]=[CH:33][CH:34]=[CH:35][CH:36]=1)([OH:11])[CH2:9][C:8]([C:6]1[CH:7]=[C:2]([F:1])[CH:3]=[CH:4][C:5]=1[O:19][CH3:20])([CH3:18])[CH3:17]. (3) Given the reactants [CH2:1]([N:3]([CH2:20][CH3:21])[CH2:4][CH2:5][N:6]1[CH2:12][CH2:11][CH2:10][C:9]2[NH:13][C:14]([CH:17]=O)=[C:15]([CH3:16])[C:8]=2[C:7]1=[O:19])[CH3:2].[O:22]=[C:23]1[CH2:31][C:30]2[C:25](=[CH:26][CH:27]=[C:28]([NH:32][C:33](=[O:35])[CH3:34])[CH:29]=2)[NH:24]1, predict the reaction product. The product is: [CH2:1]([N:3]([CH2:20][CH3:21])[CH2:4][CH2:5][N:6]1[CH2:12][CH2:11][CH2:10][C:9]2[NH:13][C:14]([CH:17]=[C:31]3[C:30]4[C:25](=[CH:26][CH:27]=[C:28]([NH:32][C:33](=[O:35])[CH3:34])[CH:29]=4)[NH:24][C:23]3=[O:22])=[C:15]([CH3:16])[C:8]=2[C:7]1=[O:19])[CH3:2]. (4) The product is: [C:1]([C:3]1[CH:4]=[CH:5][C:6]([O:13][CH3:14])=[C:7]([CH:12]=1)[C:8]([OH:10])=[O:9])#[N:2]. Given the reactants [C:1]([C:3]1[CH:4]=[CH:5][C:6]([O:13][CH3:14])=[C:7]([CH:12]=1)[C:8]([O:10]C)=[O:9])#[N:2].O.[OH-].[Li+].Cl, predict the reaction product. (5) Given the reactants [CH2:1]([O:8][C:9](=[O:41])[N:10]([CH:12]([C:14](=[O:40])[NH:15][CH:16]([C:21]([N:23]1[CH2:27][CH2:26][CH:25]2[NH:28][CH2:29][CH:30]([O:31][CH2:32][C:33]3[CH:38]=[CH:37][C:36]([F:39])=[CH:35][CH:34]=3)[CH:24]12)=[O:22])[C:17]([CH3:20])([CH3:19])[CH3:18])[CH3:13])[CH3:11])[C:2]1[CH:7]=[CH:6][CH:5]=[CH:4][CH:3]=1.[CH2:42]([N:49]=[C:50]=[O:51])[C:43]1[CH:48]=[CH:47][CH:46]=[CH:45][CH:44]=1.CO.[NH4+].[OH-], predict the reaction product. The product is: [CH2:1]([O:8][C:9](=[O:41])[N:10]([CH:12]([C:14](=[O:40])[NH:15][CH:16]([C:21]([N:23]1[CH2:27][CH2:26][CH:25]2[N:28]([C:50](=[O:51])[NH:49][CH2:42][C:43]3[CH:48]=[CH:47][CH:46]=[CH:45][CH:44]=3)[CH2:29][CH:30]([O:31][CH2:32][C:33]3[CH:38]=[CH:37][C:36]([F:39])=[CH:35][CH:34]=3)[CH:24]12)=[O:22])[C:17]([CH3:19])([CH3:18])[CH3:20])[CH3:13])[CH3:11])[C:2]1[CH:3]=[CH:4][CH:5]=[CH:6][CH:7]=1. (6) Given the reactants [Br:1][C:2]1[CH:3]=[C:4]([N:10]=C(C2C=CC=CC=2)C2C=CC=CC=2)[C:5](=[O:9])[N:6]([CH3:8])[CH:7]=1.O1CCOCC1, predict the reaction product. The product is: [NH2:10][C:4]1[C:5](=[O:9])[N:6]([CH3:8])[CH:7]=[C:2]([Br:1])[CH:3]=1. (7) Given the reactants [NH2:1][C:2]1[CH:3]=[N:4][CH:5]=[CH:6][C:7]=1[N:8]1[CH2:13][C@H:12]([CH2:14][O:15][Si](C(C)(C)C)(C)C)[CH2:11][C@H:10]([NH:23][C:24](=[O:30])[O:25][C:26]([CH3:29])([CH3:28])[CH3:27])[CH2:9]1.[Br:31][C:32]1[N:37]=[C:36]([C:38]([OH:40])=O)[C:35]([F:41])=[CH:34][CH:33]=1, predict the reaction product. The product is: [Br:31][C:32]1[N:37]=[C:36]([C:38]([NH:1][C:2]2[CH:3]=[N:4][CH:5]=[CH:6][C:7]=2[N:8]2[CH2:13][C@H:12]([CH2:14][OH:15])[CH2:11][C@H:10]([NH:23][C:24](=[O:30])[O:25][C:26]([CH3:28])([CH3:27])[CH3:29])[CH2:9]2)=[O:40])[C:35]([F:41])=[CH:34][CH:33]=1. (8) Given the reactants [C:1]([C:3]1[N:7]2[N:8]=[CH:9][CH:10]=[CH:11][C:6]2=[N:5][CH:4]=1)#[CH:2].[CH:12]1([C:15]2[CH:16]=[C:17]([NH:29][C:30](=[O:39])[C:31]3[CH:36]=[CH:35][C:34]([CH3:37])=[C:33](I)[CH:32]=3)[CH:18]=[CH:19][C:20]=2[CH2:21][N:22]2[CH2:27][CH2:26][N:25]([CH3:28])[CH2:24][CH2:23]2)[CH2:14][CH2:13]1, predict the reaction product. The product is: [CH:12]1([C:15]2[CH:16]=[C:17]([NH:29][C:30](=[O:39])[C:31]3[CH:32]=[CH:33][C:34]([CH3:37])=[C:35]([C:2]#[C:1][C:3]4[N:7]5[N:8]=[CH:9][CH:10]=[CH:11][C:6]5=[N:5][CH:4]=4)[CH:36]=3)[CH:18]=[CH:19][C:20]=2[CH2:21][N:22]2[CH2:23][CH2:24][N:25]([CH3:28])[CH2:26][CH2:27]2)[CH2:14][CH2:13]1. (9) Given the reactants [CH3:1][O:2][C:3]1[CH:4]=[N:5][C:6]2[C:11]([CH:12]=1)=[C:10]([CH:13]1[CH2:15][O:14]1)[CH:9]=[CH:8][CH:7]=2.[C:16]([O:20][C:21]([N:23]1[CH2:28][CH2:27][CH:26]([N:29]2[CH2:34][CH2:33][NH:32][CH2:31][CH2:30]2)[CH2:25][CH2:24]1)=[O:22])([CH3:19])([CH3:18])[CH3:17].C(=O)([O-])[O-].[K+].[K+].Cl([O-])(=O)(=O)=O.[Li+], predict the reaction product. The product is: [NH3:5].[C:16]([O:20][C:21]([N:23]1[CH2:28][CH2:27][CH:26]([N:29]2[CH2:34][CH2:33][N:32]([CH2:15][CH:13]([OH:14])[C:10]3[CH:9]=[CH:8][CH:7]=[C:6]4[C:11]=3[CH:12]=[C:3]([O:2][CH3:1])[CH:4]=[N:5]4)[CH2:31][CH2:30]2)[CH2:25][CH2:24]1)=[O:22])([CH3:19])([CH3:17])[CH3:18]. (10) Given the reactants [F:1][C:2]([F:39])([F:38])[C:3]1[CH:4]=[C:5]([CH:31]=[C:32]([C:34]([F:37])([F:36])[F:35])[CH:33]=1)[CH2:6][N:7]1[CH2:14][CH2:13][CH2:12][NH:11][C:10]2[N:15]=[C:16](S(C)(=O)=O)[N:17]=[C:18]([C:19]3[CH:24]=[CH:23][CH:22]=[CH:21][C:20]=3[CH3:25])[C:9]=2[C:8]1=[O:30].[CH3:40][N:41]([CH3:48])[CH:42]1[CH2:47][CH2:46][NH:45][CH2:44][CH2:43]1, predict the reaction product. The product is: [F:1][C:2]([F:39])([F:38])[C:3]1[CH:4]=[C:5]([CH:31]=[C:32]([C:34]([F:37])([F:36])[F:35])[CH:33]=1)[CH2:6][N:7]1[CH2:14][CH2:13][CH2:12][NH:11][C:10]2[N:15]=[C:16]([N:45]3[CH2:46][CH2:47][CH:42]([N:41]([CH3:48])[CH3:40])[CH2:43][CH2:44]3)[N:17]=[C:18]([C:19]3[CH:24]=[CH:23][CH:22]=[CH:21][C:20]=3[CH3:25])[C:9]=2[C:8]1=[O:30].